This data is from Full USPTO retrosynthesis dataset with 1.9M reactions from patents (1976-2016). The task is: Predict the reactants needed to synthesize the given product. (1) Given the product [C:21]([C:7]1[CH:8]=[C:9]([CH:11]([O:20][Si:27]([CH3:30])([CH3:29])[CH3:26])[CH2:12][CH2:13][C:14]2[CH:19]=[CH:18][CH:17]=[CH:16][CH:15]=2)[CH:10]=[C:5]([C:1]([CH3:4])([CH3:3])[CH3:2])[C:6]=1[OH:25])([CH3:24])([CH3:23])[CH3:22], predict the reactants needed to synthesize it. The reactants are: [C:1]([C:5]1[CH:10]=[C:9]([CH:11]([OH:20])[CH2:12][CH2:13][C:14]2[CH:19]=[CH:18][CH:17]=[CH:16][CH:15]=2)[CH:8]=[C:7]([C:21]([CH3:24])([CH3:23])[CH3:22])[C:6]=1[OH:25])([CH3:4])([CH3:3])[CH3:2].[CH3:26][Si:27]([CH3:30])([CH3:29])Cl.Cl[SiH3]. (2) Given the product [Cl:1][C:2]1[CH:3]=[N:4][CH:5]=[C:6]([Cl:20])[C:7]=1[S:8][C:9]1[S:13][C:12]([C:14]([NH:27][CH2:26][C:25]2[CH:28]=[CH:29][C:22]([F:21])=[CH:23][CH:24]=2)=[O:15])=[CH:11][C:10]=1[N+:17]([O-:19])=[O:18], predict the reactants needed to synthesize it. The reactants are: [Cl:1][C:2]1[CH:3]=[N:4][CH:5]=[C:6]([Cl:20])[C:7]=1[S:8][C:9]1[S:13][C:12]([C:14](Cl)=[O:15])=[CH:11][C:10]=1[N+:17]([O-:19])=[O:18].[F:21][C:22]1[CH:29]=[CH:28][C:25]([CH2:26][NH2:27])=[CH:24][CH:23]=1. (3) Given the product [Br:25][C:18]1[CH:17]=[C:16]([C:13]([C:9]2[CH:8]=[C:7]([CH:12]=[CH:11][CH:10]=2)[CH2:6][N:30]2[CH2:31][CH2:32][N:27]([CH3:26])[CH2:28][CH2:29]2)([CH3:15])[CH3:14])[CH:21]=[C:20]([N+:22]([O-:24])=[O:23])[CH:19]=1, predict the reactants needed to synthesize it. The reactants are: CS(O[CH2:6][C:7]1[CH:12]=[CH:11][CH:10]=[C:9]([C:13]([C:16]2[CH:21]=[C:20]([N+:22]([O-:24])=[O:23])[CH:19]=[C:18]([Br:25])[CH:17]=2)([CH3:15])[CH3:14])[CH:8]=1)(=O)=O.[CH3:26][N:27]1[CH2:32][CH2:31][NH:30][CH2:29][CH2:28]1.CCN(C(C)C)C(C)C. (4) Given the product [CH2:1]([C:8]1[S:12][C:11]([NH:13][C:26](=[O:27])[C:25]2[CH:24]=[C:23]([F:22])[CH:31]=[C:30]([F:32])[CH:29]=2)=[N:10][C:9]=1[C:14]1[CH:15]=[CH:16][C:17]([O:20][CH3:21])=[CH:18][CH:19]=1)[C:2]1[CH:3]=[CH:4][CH:5]=[CH:6][CH:7]=1, predict the reactants needed to synthesize it. The reactants are: [CH2:1]([C:8]1[S:12][C:11]([NH2:13])=[N:10][C:9]=1[C:14]1[CH:19]=[CH:18][C:17]([O:20][CH3:21])=[CH:16][CH:15]=1)[C:2]1[CH:7]=[CH:6][CH:5]=[CH:4][CH:3]=1.[F:22][C:23]1[CH:24]=[C:25]([CH:29]=[C:30]([F:32])[CH:31]=1)[C:26](Cl)=[O:27]. (5) The reactants are: [ClH:1].[NH2:2][C:3]1[CH:8]=[CH:7][CH:6]=[CH:5][C:4]=1[NH:9][C:10]([C:12]1[NH:13][N:14]=[C:15]2[C:20]=1[CH2:19][CH2:18][N:17](C(OC(C)(C)C)=O)[CH2:16]2)=O. Given the product [ClH:1].[NH:2]1[C:3]2[CH:8]=[CH:7][CH:6]=[CH:5][C:4]=2[N:9]=[C:10]1[C:12]1[NH:13][N:14]=[C:15]2[C:20]=1[CH2:19][CH2:18][NH:17][CH2:16]2, predict the reactants needed to synthesize it. (6) Given the product [F:1][C:2]1[CH:7]=[CH:6][C:5]([CH:8]([C:12]2[CH:17]=[CH:16][N:15]=[CH:14][CH:13]=2)[CH2:9][CH2:10][NH2:11])=[CH:4][CH:3]=1, predict the reactants needed to synthesize it. The reactants are: [F:1][C:2]1[CH:7]=[CH:6][C:5](/[C:8](/[C:12]2[CH:17]=[CH:16][N:15]=[CH:14][CH:13]=2)=[CH:9]/[CH2:10][NH2:11])=[CH:4][CH:3]=1. (7) The reactants are: [CH3:1][C:2]([CH3:8])([CH3:7])[CH2:3][C:4](Cl)=O.Cl.[NH2:10][CH2:11][CH2:12][C:13]([CH3:19])([CH3:18])[C:14](OC)=[O:15]. Given the product [CH3:1][C:2]([CH3:8])([CH3:7])[CH2:3][CH2:4][NH:10][CH2:11][CH2:12][C:13]([CH3:19])([CH3:18])[CH2:14][OH:15], predict the reactants needed to synthesize it.